Predict the reactants needed to synthesize the given product. From a dataset of Full USPTO retrosynthesis dataset with 1.9M reactions from patents (1976-2016). (1) Given the product [CH2:1]([O:4][N:5]=[C:6]([C:11]([O-:13])=[O:12])[C:7]([O-:9])=[O:8])[C:2]#[CH:3].[Ag+2:25], predict the reactants needed to synthesize it. The reactants are: [CH2:1]([O:4][N:5]=[C:6]([C:11]([O:13]C)=[O:12])[C:7]([O:9]C)=[O:8])[C:2]#[CH:3].[OH-].[Na+].[N+]([O-])(O)=O.[N+]([O-])([O-])=O.[Ag+:25]. (2) Given the product [CH2:11]([C:13]1[CH:18]=[CH:17][C:16]([NH:8][CH2:7][CH2:6][C:5]2[CH:9]=[CH:10][C:2]([F:1])=[CH:3][CH:4]=2)=[CH:15][CH:14]=1)[CH3:12], predict the reactants needed to synthesize it. The reactants are: [F:1][C:2]1[CH:10]=[CH:9][C:5]([CH2:6][CH2:7][NH2:8])=[CH:4][CH:3]=1.[CH2:11]([C:13]1[CH:18]=[CH:17][C:16](I)=[CH:15][CH:14]=1)[CH3:12]. (3) Given the product [CH3:10][O:11][C:12]1[CH:17]=[CH:16][CH:15]=[CH:14][C:13]=1[CH2:18][NH:19][CH:6]([C:5]1[CH:8]=[CH:9][C:2]([CH3:1])=[CH:3][CH:4]=1)[C:24]#[N:25], predict the reactants needed to synthesize it. The reactants are: [CH3:1][C:2]1[CH:9]=[CH:8][C:5]([CH:6]=O)=[CH:4][CH:3]=1.[CH3:10][O:11][C:12]1[CH:17]=[CH:16][CH:15]=[CH:14][C:13]=1[CH2:18][NH2:19].C[Si]([C:24]#[N:25])(C)C. (4) Given the product [ClH:36].[F:29][C:2]([F:1])([F:28])[O:3][C:4]1[CH:9]=[CH:8][CH:7]=[CH:6][C:5]=1[C:10]1[C:20]2[O:19][CH2:18][CH2:17][NH:16][CH2:15][C:14]=2[CH:13]=[CH:12][CH:11]=1, predict the reactants needed to synthesize it. The reactants are: [F:1][C:2]([F:29])([F:28])[O:3][C:4]1[CH:9]=[CH:8][CH:7]=[CH:6][C:5]=1[C:10]1[C:20]2[O:19][CH2:18][CH2:17][N:16](C(OC(C)(C)C)=O)[CH2:15][C:14]=2[CH:13]=[CH:12][CH:11]=1.C(OCC)(=O)C.[ClH:36].